From a dataset of Experimentally validated miRNA-target interactions with 360,000+ pairs, plus equal number of negative samples. Binary Classification. Given a miRNA mature sequence and a target amino acid sequence, predict their likelihood of interaction. The miRNA is hsa-miR-376a-2-5p with sequence GGUAGAUUUUCCUUCUAUGGU. The protein sequence of the target gene is MASRAGPRAAGTDGSDFQHRERVAMHYQMSVTLKYEIKKLIYVHLVIWLLLVAKMSVGHLRLLSHDQVAMPYQWEYPYLLSIVPSVLGLLSFPRNNISYLVLSMISMGLFSIAPLIYGSMEMFPAAQQLYRHGKAYRFLFGFSAVSVMYLVLVLAVQVHAWQLYYSKKLLDSWFTSTQEKKRK. Result: 0 (no interaction).